From a dataset of Catalyst prediction with 721,799 reactions and 888 catalyst types from USPTO. Predict which catalyst facilitates the given reaction. Reactant: C[O:2][C:3](=O)[CH2:4][C:5]1[C:6]([F:17])=[C:7]2[C:12](=[CH:13][C:14]=1[F:15])[N:11]=[CH:10][C:9]([Br:16])=[CH:8]2.O.[NH2:20][NH2:21]. Product: [Br:16][C:9]1[CH:10]=[N:11][C:12]2[C:7]([CH:8]=1)=[C:6]([F:17])[C:5]([CH2:4][C:3]([NH:20][NH2:21])=[O:2])=[C:14]([F:15])[CH:13]=2. The catalyst class is: 8.